Task: Predict which catalyst facilitates the given reaction.. Dataset: Catalyst prediction with 721,799 reactions and 888 catalyst types from USPTO (1) Reactant: [OH:1][NH:2]/[C:3](=[N:15]\[H])/[C:4]1[CH:9]=[CH:8][C:7]([O:10][C:11]([F:14])([F:13])[F:12])=[CH:6][CH:5]=1.[O:17]=[C:18]1[C:23]([C:30]2[CH:35]=[CH:34][CH:33]=[CH:32][CH:31]=2)([C:24]2[CH:29]=[CH:28][CH:27]=[CH:26][CH:25]=2)[CH2:22][CH2:21][CH2:20][N:19]1[CH2:36][C:37](O)=O.Cl.C(N=C=NCCCN(C)C)C. Product: [C:30]1([C:23]2([C:24]3[CH:25]=[CH:26][CH:27]=[CH:28][CH:29]=3)[CH2:22][CH2:21][CH2:20][N:19]([CH2:36][C:37]3[O:1][N:2]=[C:3]([C:4]4[CH:9]=[CH:8][C:7]([O:10][C:11]([F:14])([F:13])[F:12])=[CH:6][CH:5]=4)[N:15]=3)[C:18]2=[O:17])[CH:35]=[CH:34][CH:33]=[CH:32][CH:31]=1. The catalyst class is: 68. (2) Reactant: [C:1]([C:3]1[CH:4]=[C:5]([C:13]2[O:17][N:16]=[C:15]([C:18]3[CH:23]=[CH:22][C:21]([O:24][CH2:25][CH2:26][CH2:27][CH2:28][C:29]([O:31]CC)=[O:30])=[CH:20][CH:19]=3)[N:14]=2)[CH:6]=[CH:7][C:8]=1[O:9][CH:10]([CH3:12])[CH3:11])#[N:2].[OH-].[Na+]. The catalyst class is: 252. Product: [C:1]([C:3]1[CH:4]=[C:5]([C:13]2[O:17][N:16]=[C:15]([C:18]3[CH:23]=[CH:22][C:21]([O:24][CH2:25][CH2:26][CH2:27][CH2:28][C:29]([OH:31])=[O:30])=[CH:20][CH:19]=3)[N:14]=2)[CH:6]=[CH:7][C:8]=1[O:9][CH:10]([CH3:12])[CH3:11])#[N:2].